Dataset: Full USPTO retrosynthesis dataset with 1.9M reactions from patents (1976-2016). Task: Predict the reactants needed to synthesize the given product. (1) Given the product [Cl:1][C:2]1[N:7]=[C:6]([N:8]([C@H:9]([C:11]2[CH:16]=[CH:15][C:14]([F:17])=[CH:13][CH:12]=2)[CH3:10])[CH3:26])[CH:5]=[C:4]([C:18]2[CH:19]=[N:20][N:21]([CH3:23])[CH:22]=2)[CH:3]=1, predict the reactants needed to synthesize it. The reactants are: [Cl:1][C:2]1[N:7]=[C:6]([NH:8][C@H:9]([C:11]2[CH:16]=[CH:15][C:14]([F:17])=[CH:13][CH:12]=2)[CH3:10])[CH:5]=[C:4]([C:18]2[CH:19]=[N:20][N:21]([CH3:23])[CH:22]=2)[CH:3]=1.[H-].[Na+].[CH3:26]I.O. (2) Given the product [F:49][C:2]([F:1])([F:48])[C:3]1[CH:4]=[C:5]([CH:41]=[C:42]([C:44]([F:46])([F:47])[F:45])[CH:43]=1)[CH2:6][N:7]([CH2:25][C:26]1[N:27]([CH2:37][CH2:38][O:39][CH3:40])[C:28](=[O:36])[C:29]2[C:34]([CH:35]=1)=[CH:33][CH:32]=[CH:31][CH:30]=2)[C:8]1[N:13]=[CH:12][C:11]([N:14]2[CH2:19][CH2:18][CH:17]([C:20]([OH:22])=[O:21])[CH2:16][CH2:15]2)=[CH:10][N:9]=1, predict the reactants needed to synthesize it. The reactants are: [F:1][C:2]([F:49])([F:48])[C:3]1[CH:4]=[C:5]([CH:41]=[C:42]([C:44]([F:47])([F:46])[F:45])[CH:43]=1)[CH2:6][N:7]([CH2:25][C:26]1[N:27]([CH2:37][CH2:38][O:39][CH3:40])[C:28](=[O:36])[C:29]2[C:34]([CH:35]=1)=[CH:33][CH:32]=[CH:31][CH:30]=2)[C:8]1[N:13]=[CH:12][C:11]([N:14]2[CH2:19][CH2:18][CH:17]([C:20]([O:22]CC)=[O:21])[CH2:16][CH2:15]2)=[CH:10][N:9]=1.[OH-].[Na+].O.Cl. (3) Given the product [F:1][C:2]([F:50])([F:51])[C:3]1[CH:4]=[C:5]([C@H:13]2[O:17][C:16](=[O:18])[N:15]([CH2:19][C:20]3[C:25]([C:26]4[CH:27]=[C:28]([C:34]5[CH:42]=[CH:41][C:37]([C:38]([NH:72][C:73]6[NH:77][N:76]=[N:75][N:74]=6)=[O:39])=[CH:36][C:35]=5[CH3:43])[CH:29]=[N:30][C:31]=4[O:32][CH3:33])=[CH:24][N:23]=[C:22]([N:44]4[CH2:45][CH:46]([F:48])[CH2:47]4)[N:21]=3)[C@H:14]2[CH3:49])[CH:6]=[C:7]([C:9]([F:12])([F:10])[F:11])[CH:8]=1, predict the reactants needed to synthesize it. The reactants are: [F:1][C:2]([F:51])([F:50])[C:3]1[CH:4]=[C:5]([C@H:13]2[O:17][C:16](=[O:18])[N:15]([CH2:19][C:20]3[C:25]([C:26]4[CH:27]=[C:28]([C:34]5[CH:42]=[CH:41][C:37]([C:38](O)=[O:39])=[CH:36][C:35]=5[CH3:43])[CH:29]=[N:30][C:31]=4[O:32][CH3:33])=[CH:24][N:23]=[C:22]([N:44]4[CH2:47][CH:46]([F:48])[CH2:45]4)[N:21]=3)[C@H:14]2[CH3:49])[CH:6]=[C:7]([C:9]([F:12])([F:11])[F:10])[CH:8]=1.C1C=CC2N(O)N=NC=2C=1.CCN(C(C)C)C(C)C.O.[NH2:72][C:73]1[NH:77][N:76]=[N:75][N:74]=1. (4) Given the product [Cl:24][C:25]1[CH:26]=[C:27]([C:28]2[O:1][N:2]=[C:3]([C:4]3[CH:13]=[CH:12][CH:11]=[C:10]4[C:5]=3[CH2:6][CH2:7][N:8]([C:14]([O:16][C:17]([CH3:18])([CH3:20])[CH3:19])=[O:15])[CH2:9]4)[N:21]=2)[CH:32]=[CH:33][C:34]=1[O:35][CH:36]([CH3:37])[CH3:38], predict the reactants needed to synthesize it. The reactants are: [OH:1][NH:2][C:3](=[NH:21])[C:4]1[CH:13]=[CH:12][CH:11]=[C:10]2[C:5]=1[CH2:6][CH2:7][N:8]([C:14]([O:16][C:17]([CH3:20])([CH3:19])[CH3:18])=[O:15])[CH2:9]2.[H-].[Na+].[Cl:24][C:25]1[CH:26]=[C:27]([CH:32]=[CH:33][C:34]=1[O:35][CH:36]([CH3:38])[CH3:37])[C:28](OC)=O. (5) Given the product [CH2:1]([O:3][C:4]([C:6]1[NH:7][CH:8]=[C:9]([C:21](=[O:22])[CH2:20][C:16]2[CH:17]=[CH:18][CH:19]=[C:14]([O:13][CH3:12])[CH:15]=2)[C:10]=1[CH3:11])=[O:5])[CH3:2], predict the reactants needed to synthesize it. The reactants are: [CH2:1]([O:3][C:4]([C:6]1[NH:7][CH:8]=[CH:9][C:10]=1[CH3:11])=[O:5])[CH3:2].[CH3:12][O:13][C:14]1[CH:15]=[C:16]([CH2:20][C:21](Cl)=[O:22])[CH:17]=[CH:18][CH:19]=1.